This data is from Reaction yield outcomes from USPTO patents with 853,638 reactions. The task is: Predict the reaction yield, written as a fraction of the theoretical maximum amount of product (1.0 means a 100% yield; for example, 0.34 means a 34% yield). (1) The reactants are [NH2:1][C:2]1[CH:17]=[CH:16][C:5]([O:6][C:7]2[CH:12]=[CH:11][N:10]=[C:9]([C:13]([NH2:15])=[O:14])[CH:8]=2)=[CH:4][C:3]=1[Cl:18].[CH3:19][N:20]1[C:24]([CH3:25])=[C:23]([C:26](O)=[O:27])[C:22](=[O:29])[N:21]1[C:30]1[CH:35]=[CH:34][CH:33]=[CH:32][CH:31]=1.CCN=C=NCCCN(C)C.C1C=NC2N(O)N=NC=2C=1. The catalyst is C(Cl)Cl.O. The product is [Cl:18][C:3]1[CH:4]=[C:5]([CH:16]=[CH:17][C:2]=1[NH:1][C:26]([C:23]1[C:22](=[O:29])[N:21]([C:30]2[CH:31]=[CH:32][CH:33]=[CH:34][CH:35]=2)[N:20]([CH3:19])[C:24]=1[CH3:25])=[O:27])[O:6][C:7]1[CH:12]=[CH:11][N:10]=[C:9]([C:13]([NH2:15])=[O:14])[CH:8]=1. The yield is 0.465. (2) The reactants are [CH3:1][CH:2]([CH2:14][CH2:15][CH2:16][CH:17]([CH3:19])[CH3:18])[CH2:3][CH2:4][O:5][C:6]1[CH:11]=[C:10]([CH3:12])[CH:9]=[CH:8][C:7]=1[CH3:13].II.[Br:22]Br.[OH-].[Na+]. The catalyst is C(Cl)(Cl)Cl. The product is [CH3:1][CH:2]([CH2:14][CH2:15][CH2:16][CH:17]([CH3:19])[CH3:18])[CH2:3][CH2:4][O:5][C:6]1[CH:11]=[C:10]([CH3:12])[C:9]([Br:22])=[CH:8][C:7]=1[CH3:13]. The yield is 0.730. (3) The reactants are C([Sn](=O)CCCC)CCC.[CH3:11][O:12][C:13]1[CH:25]=[CH:24][C:16]([CH2:17][O:18][CH2:19][C@H:20]([OH:23])[CH2:21][OH:22])=[CH:15][CH:14]=1.[F-].[Cs+].Br[CH2:29][CH2:30][CH2:31][CH2:32][CH2:33][CH2:34][CH2:35][CH2:36][CH2:37][CH2:38][CH2:39][CH2:40][CH2:41][CH2:42][CH2:43][CH3:44]. The catalyst is C1(C)C=CC=CC=1. The product is [CH2:44]([O:22][CH2:21][C@H:20]([CH2:19][O:18][CH2:17][C:16]1[CH:15]=[CH:14][C:13]([O:12][CH3:11])=[CH:25][CH:24]=1)[OH:23])[CH2:43][CH2:42][CH2:41][CH2:40][CH2:39][CH2:38][CH2:37][CH2:36][CH2:35][CH2:34][CH2:33][CH2:32][CH2:31][CH2:30][CH3:29]. The yield is 0.720. (4) The reactants are C(N(CC)C(C)C)(C)C.Cl[C:11]1[N:12]=[N:13][C:14]([C:17]([F:20])([F:19])[F:18])=[CH:15][CH:16]=1.Cl.[OH:22][C:23]1([C:39]([F:42])([F:41])[F:40])[CH2:28][C:27](=[O:29])[NH:26][C:25]2[NH:30][N:31]=[C:32]([CH:33]3[CH2:38][CH2:37][NH:36][CH2:35][CH2:34]3)[C:24]1=2. The catalyst is CS(C)=O.C(OCC)(=O)C. The product is [OH:22][C:23]1([C:39]([F:42])([F:41])[F:40])[CH2:28][C:27](=[O:29])[NH:26][C:25]2[NH:30][N:31]=[C:32]([CH:33]3[CH2:34][CH2:35][N:36]([C:11]4[N:12]=[N:13][C:14]([C:17]([F:20])([F:19])[F:18])=[CH:15][CH:16]=4)[CH2:37][CH2:38]3)[C:24]1=2. The yield is 0.300. (5) The yield is 0.264. The product is [C:35]([N:38]1[CH2:43][CH2:42][N:41]([CH:28]([CH3:29])[CH2:27][O:26][C:25]2[CH:24]=[CH:23][C:22]([CH:19]3[CH2:20][CH2:21][N:16]([C:13]4[CH2:14][CH2:15][C:10]5[N:11]([C:7]([C:6]([F:34])([F:33])[F:5])=[N:8][N:9]=5)[N:12]=4)[CH2:17][CH2:18]3)=[CH:32][CH:31]=2)[CH2:40][CH2:39]1)(=[O:37])[CH3:36]. The catalyst is C1COCC1. The reactants are C(O)(=O)C.[F:5][C:6]([F:34])([F:33])[C:7]1[N:11]2[N:12]=[C:13]([N:16]3[CH2:21][CH2:20][CH:19]([C:22]4[CH:32]=[CH:31][C:25]([O:26][CH2:27][C:28](=O)[CH3:29])=[CH:24][CH:23]=4)[CH2:18][CH2:17]3)[CH2:14][CH2:15][C:10]2=[N:9][N:8]=1.[C:35]([N:38]1[CH2:43][CH2:42][NH:41][CH2:40][CH2:39]1)(=[O:37])[CH3:36].[O-]S([O-])(=O)=O.[Mg+2].C(O[BH-](OC(=O)C)OC(=O)C)(=O)C.[Na+]. (6) The reactants are Cl.[CH3:2][C:3]1([CH3:23])[CH:7]([C:8]2[CH:13]=[CH:12][C:11]([CH3:14])=[CH:10][CH:9]=2)[C:6]2[C:15]([CH3:22])=[C:16]([NH2:21])[C:17]([CH3:20])=[C:18]([CH3:19])[C:5]=2[O:4]1.[NH4+]. The catalyst is CO.O. The product is [CH3:2][C:3]1([CH3:23])[CH:7]([C:8]2[CH:9]=[CH:10][C:11]([CH3:14])=[CH:12][CH:13]=2)[C:6]2[C:15]([CH3:22])=[C:16]([NH2:21])[C:17]([CH3:20])=[C:18]([CH3:19])[C:5]=2[O:4]1. The yield is 0.874. (7) The reactants are COC[O:4][C:5]1[CH:10]=[C:9]([CH3:11])[C:8]([C:12]2[C:17]([CH2:18][O:19][C:20]3[CH:25]=[CH:24][CH:23]=[CH:22][CH:21]=3)=[CH:16][CH:15]=[C:14]([C:26]([O:28][CH3:29])=[O:27])[CH:13]=2)=[C:7]([CH3:30])[CH:6]=1.CO.Cl.CO. The catalyst is C(COC)OC. The product is [OH:4][C:5]1[CH:6]=[C:7]([CH3:30])[C:8]([C:12]2[C:17]([CH2:18][O:19][C:20]3[CH:25]=[CH:24][CH:23]=[CH:22][CH:21]=3)=[CH:16][CH:15]=[C:14]([C:26]([O:28][CH3:29])=[O:27])[CH:13]=2)=[C:9]([CH3:11])[CH:10]=1. The yield is 0.930.